This data is from Catalyst prediction with 721,799 reactions and 888 catalyst types from USPTO. The task is: Predict which catalyst facilitates the given reaction. (1) Reactant: [Cl:1][C:2]1[CH:3]=[C:4]([N:12]([C:17]2[C:36]([CH:37]3[CH2:39][CH2:38]3)=[CH:35][C:20]3[C:21]([C:31]([NH:33][CH3:34])=[O:32])=[C:22]([C:24]4[CH:29]=[CH:28][C:27]([F:30])=[CH:26][CH:25]=4)[O:23][C:19]=3[CH:18]=2)[S:13]([CH3:16])(=[O:15])=[O:14])[CH:5]=[CH:6][C:7]=1[CH:8]([OH:11])[CH:9]=[CH2:10].CCN(C(C)C)C(C)C.[CH3:49][O:50][CH2:51]Cl. Product: [Cl:1][C:2]1[CH:3]=[C:4]([N:12]([C:17]2[C:36]([CH:37]3[CH2:38][CH2:39]3)=[CH:35][C:20]3[C:21]([C:31]([NH:33][CH3:34])=[O:32])=[C:22]([C:24]4[CH:29]=[CH:28][C:27]([F:30])=[CH:26][CH:25]=4)[O:23][C:19]=3[CH:18]=2)[S:13]([CH3:16])(=[O:15])=[O:14])[CH:5]=[CH:6][C:7]=1[CH:8]([O:11][CH2:49][O:50][CH3:51])[CH:9]=[CH2:10]. The catalyst class is: 20. (2) Product: [CH:11]1([C:8]([CH3:9])([CH3:10])[CH:7]=[O:18])[CH2:16][CH2:15][CH2:14][CH:13]=[CH:12]1. The catalyst class is: 2. Reactant: [H-].[CH2:7]([Al+][CH2:7][CH:8]([CH3:10])[CH3:9])[CH:8]([CH3:10])[CH3:9].[CH2:11]1[CH2:16][CH2:15][CH2:14][CH2:13][CH2:12]1.C(C(C(C([O-])=O)O)O)([O-])=[O:18].[K+].[Na+].